This data is from Full USPTO retrosynthesis dataset with 1.9M reactions from patents (1976-2016). The task is: Predict the reactants needed to synthesize the given product. (1) Given the product [CH2:44]([O:43][C:33]([C:34]1[CH:42]=[C:41]2[N:36]([CH2:37][S:38][CH2:39][CH2:40]2)[N:35]=1)=[O:9])[CH3:45], predict the reactants needed to synthesize it. The reactants are: P([O-])([O-])([O-])=O.C1C[O:9]CC1.C(#N)C.[N+](C1C=CC(COC(C2N3[C@H](SC=2)C([CH:33]([O:43][C:44](=O)[CH3:45])[C:34]2[CH:42]=[C:41]4[N:36]([CH2:37][S:38][CH2:39][CH2:40]4)[N:35]=2)(Br)C3=O)=O)=CC=1)([O-])=O. (2) Given the product [CH3:29][C@@H:30]1[CH2:34][CH2:33][C@@H:32]([CH3:35])[N:31]1[C:26]([CH:24]1[CH2:23][CH2:22][C:21]2[C:14]3[C:13]([NH:12][C:4]4[CH:5]=[C:6]5[C:10](=[CH:11][C:3]=4[O:2][CH3:1])[NH:9][N:8]=[CH:7]5)=[N:18][CH:17]=[N:16][C:15]=3[S:19][C:20]=2[CH2:25]1)=[O:27], predict the reactants needed to synthesize it. The reactants are: [CH3:1][O:2][C:3]1[CH:11]=[C:10]2[C:6]([CH:7]=[N:8][NH:9]2)=[CH:5][C:4]=1[NH:12][C:13]1[C:14]2[C:21]3[CH2:22][CH2:23][CH:24]([C:26](O)=[O:27])[CH2:25][C:20]=3[S:19][C:15]=2[N:16]=[CH:17][N:18]=1.[CH3:29][C@@H:30]1[CH2:34][CH2:33][C@@H:32]([CH3:35])[NH:31]1. (3) Given the product [F:1][C:2]1[N:10]=[C:9]2[C:5]([N:6]=[C:7]([CH2:11][C:12]3[C:20]([I:21])=[CH:19][C:15]4[O:16][CH2:17][O:18][C:14]=4[CH:13]=3)[N:8]2[CH2:69][CH2:68][N:67]([CH:64]([CH3:65])[CH3:66])[CH2:71][CH2:72][CH2:73][O:74][C:75]([C:88]2[CH:93]=[CH:92][CH:91]=[CH:90][CH:89]=2)([C:76]2[CH:77]=[CH:78][CH:79]=[CH:80][CH:81]=2)[C:82]2[CH:87]=[CH:86][CH:85]=[CH:84][CH:83]=2)=[C:4]([NH2:22])[N:3]=1, predict the reactants needed to synthesize it. The reactants are: [F:1][C:2]1[N:10]=[C:9]2[C:5]([N:6]=[C:7]([CH2:11][C:12]3[C:20]([I:21])=[CH:19][C:15]4[O:16][CH2:17][O:18][C:14]=4[CH:13]=3)[NH:8]2)=[C:4]([NH2:22])[N:3]=1.C1C=CC(COC(/N=N/C(OCC2C=CC=CC=2)=O)=O)=CC=1.C1(P(C2C=CC=CC=2)C2C=CC=CC=2)C=CC=CC=1.[CH:64]([N:67]([CH2:71][CH2:72][CH2:73][O:74][C:75]([C:88]1[CH:93]=[CH:92][CH:91]=[CH:90][CH:89]=1)([C:82]1[CH:87]=[CH:86][CH:85]=[CH:84][CH:83]=1)[C:76]1[CH:81]=[CH:80][CH:79]=[CH:78][CH:77]=1)[CH2:68][CH2:69]O)([CH3:66])[CH3:65]. (4) Given the product [Cl:11][C:6]1[C:5]([N+:12]([O-:14])=[O:13])=[C:4]([NH:3][CH2:18][C:17]2[C:20]([CH3:24])=[CH:21][CH:22]=[CH:23][C:16]=2[CH3:15])[CH:9]=[C:8]([Cl:10])[N:7]=1, predict the reactants needed to synthesize it. The reactants are: [H-].[Na+].[NH2:3][C:4]1[CH:9]=[C:8]([Cl:10])[N:7]=[C:6]([Cl:11])[C:5]=1[N+:12]([O-:14])=[O:13].[CH3:15][C:16]1[CH:23]=[CH:22][CH:21]=[C:20]([CH3:24])[C:17]=1[CH2:18]Cl.[I-].[Na+]. (5) Given the product [Br:16][CH2:17][CH2:18][CH2:19][O:1][C:2]1[CH:3]=[CH:4][C:5]2[C:11]([CH3:12])([CH3:13])[CH2:10][CH2:9][C:8](=[O:14])[NH:7][C:6]=2[CH:15]=1, predict the reactants needed to synthesize it. The reactants are: [OH:1][C:2]1[CH:3]=[CH:4][C:5]2[C:11]([CH3:13])([CH3:12])[CH2:10][CH2:9][C:8](=[O:14])[NH:7][C:6]=2[CH:15]=1.[Br:16][CH2:17][CH2:18][CH2:19]Br.C(=O)([O-])[O-].[Cs+].[Cs+].